Dataset: Forward reaction prediction with 1.9M reactions from USPTO patents (1976-2016). Task: Predict the product of the given reaction. (1) Given the reactants C(OC([N:11]1[CH2:16][CH2:15][N:14]([CH:17]2[CH2:21][CH2:20][N:19]([C:22]3[C:23]([F:40])=[CH:24][N:25]4[C:30]([C:31]=3[CH3:32])=[C:29]([CH:33]3[CH2:35][CH2:34]3)[CH:28]=[C:27]([C:36]([OH:38])=[O:37])[C:26]4=[O:39])[CH2:18]2)[CH2:13][CH2:12]1)=O)C1C=CC=CC=1, predict the reaction product. The product is: [CH:33]1([C:29]2[CH:28]=[C:27]([C:36]([OH:38])=[O:37])[C:26](=[O:39])[N:25]3[C:30]=2[C:31]([CH3:32])=[C:22]([N:19]2[CH2:20][CH2:21][CH:17]([N:14]4[CH2:15][CH2:16][NH:11][CH2:12][CH2:13]4)[CH2:18]2)[C:23]([F:40])=[CH:24]3)[CH2:34][CH2:35]1. (2) Given the reactants [CH3:1][O:2][C:3](=[O:21])[CH2:4][C:5]1([NH:11][C:12]2[CH:17]=[CH:16][CH:15]=[CH:14][C:13]=2[N+:18]([O-])=O)[CH2:10][CH2:9][CH2:8][CH2:7][CH2:6]1, predict the reaction product. The product is: [CH3:1][O:2][C:3](=[O:21])[CH2:4][C:5]1([NH:11][C:12]2[CH:17]=[CH:16][CH:15]=[CH:14][C:13]=2[NH2:18])[CH2:10][CH2:9][CH2:8][CH2:7][CH2:6]1.